Predict the product of the given reaction. From a dataset of Forward reaction prediction with 1.9M reactions from USPTO patents (1976-2016). (1) Given the reactants [CH2:1]([O:5][CH2:6][CH2:7][O:8][C:9]1[CH:14]=[CH:13][C:12]([C:15]2[CH:16]=[CH:17][C:18]3[N:24]([CH2:25][CH:26]([CH3:28])[CH3:27])[CH2:23][CH2:22][C:21]([C:29]([NH:31][C:32]4[CH:37]=[CH:36][C:35]([OH:38])=[CH:34][CH:33]=4)=[O:30])=[CH:20][C:19]=3[CH:39]=2)=[CH:11][CH:10]=1)[CH2:2][CH2:3][CH3:4].Cl.Cl[CH2:42][C:43]1[N:47]([CH2:48][CH2:49][CH3:50])[CH:46]=[N:45][N:44]=1.C(=O)([O-])[O-].[K+].[K+].CN(C)C=O, predict the reaction product. The product is: [CH2:1]([O:5][CH2:6][CH2:7][O:8][C:9]1[CH:10]=[CH:11][C:12]([C:15]2[CH:16]=[CH:17][C:18]3[N:24]([CH2:25][CH:26]([CH3:27])[CH3:28])[CH2:23][CH2:22][C:21]([C:29]([NH:31][C:32]4[CH:33]=[CH:34][C:35]([O:38][CH2:42][C:43]5[N:47]([CH2:48][CH2:49][CH3:50])[CH:46]=[N:45][N:44]=5)=[CH:36][CH:37]=4)=[O:30])=[CH:20][C:19]=3[CH:39]=2)=[CH:13][CH:14]=1)[CH2:2][CH2:3][CH3:4]. (2) The product is: [Cl:22][C:20]1[C:19]2[O:31][CH2:30][CH:25]3[N:24]([CH2:29][CH2:28][O:27][CH2:26]3)[C:18]=2[N:17]=[C:16]([Cl:15])[N:21]=1. Given the reactants CC(OC(/N=N/C(OC(C)C)=O)=O)C.[Cl:15][C:16]1[N:21]=[C:20]([Cl:22])[C:19](O)=[C:18]([N:24]2[CH2:29][CH2:28][O:27][CH2:26][CH:25]2[CH2:30][OH:31])[N:17]=1.C1(P(C2C=CC=CC=2)C2C=CC=CC=2)C=CC=CC=1, predict the reaction product. (3) Given the reactants Cl[C:2]1[C:3](=[O:15])[N:4](C2CCCCO2)[N:5]=[CH:6][C:7]=1Cl.[O:16]([C:23]1[CH:24]=[C:25]([OH:29])[CH:26]=[CH:27][CH:28]=1)[C:17]1[CH:22]=[CH:21][CH:20]=[CH:19][CH:18]=1.C[O:31][C:32](=[O:41])[CH:33](Br)[CH2:34][CH:35]1[CH2:39][CH2:38][CH2:37][CH2:36]1, predict the reaction product. The product is: [CH:35]1([CH2:34][CH:33]([N:4]2[C:3](=[O:15])[CH:2]=[C:7]([O:29][C:25]3[CH:26]=[CH:27][CH:28]=[C:23]([O:16][C:17]4[CH:18]=[CH:19][CH:20]=[CH:21][CH:22]=4)[CH:24]=3)[CH:6]=[N:5]2)[C:32]([OH:31])=[O:41])[CH2:39][CH2:38][CH2:37][CH2:36]1. (4) Given the reactants [CH2:1]([O:3][C:4](=[O:17])[CH:5]([C:7]1[CH:8]=[N:9][C:10]([N+:14]([O-])=O)=[C:11]([F:13])[CH:12]=1)[CH3:6])[CH3:2].[H][H], predict the reaction product. The product is: [CH2:1]([O:3][C:4](=[O:17])[CH:5]([C:7]1[CH:8]=[N:9][C:10]([NH2:14])=[C:11]([F:13])[CH:12]=1)[CH3:6])[CH3:2]. (5) Given the reactants [NH2:1][C:2]1[N:10]=[C:9]2[C:5]([N:6]([CH2:18][O:19][CH2:20][CH2:21][Si:22]([CH3:25])([CH3:24])[CH3:23])[C:7](=[O:17])[N:8]2[CH:11]2[CH2:16][CH2:15][O:14][CH2:13][CH2:12]2)=[CH:4][N:3]=1.Br[C:27]1[C:28](=[O:34])[NH:29][N:30]=[C:31]([Cl:33])[CH:32]=1.C(=O)([O-])[O-].[Cs+].[Cs+].CC1(C)C2C=CC=C(P(C3C=CC=CC=3)C3C=CC=CC=3)C=2OC2C1=CC=CC=2P(C1C=CC=CC=1)C1C=CC=CC=1, predict the reaction product. The product is: [Cl:33][C:31]1[CH:32]=[C:27]([NH:1][C:2]2[N:10]=[C:9]3[C:5]([N:6]([CH2:18][O:19][CH2:20][CH2:21][Si:22]([CH3:25])([CH3:24])[CH3:23])[C:7](=[O:17])[N:8]3[CH:11]3[CH2:12][CH2:13][O:14][CH2:15][CH2:16]3)=[CH:4][N:3]=2)[C:28](=[O:34])[NH:29][N:30]=1. (6) Given the reactants [O:1]=[C:2]1[C:10]2[C:5](=[CH:6][CH:7]=[CH:8][CH:9]=2)[C:4](=[O:11])[N:3]1[CH2:12][CH2:13][C:14]([NH:16][C:17]1[CH:22]=[CH:21][CH:20]=[CH:19][CH:18]=1)=O.P(Cl)(Cl)(Cl)(Cl)Cl.Cl[Sn](Cl)(Cl)Cl.[CH2:34]([O:36][C:37](=[O:40])[C:38]#[N:39])[CH3:35], predict the reaction product. The product is: [O:1]=[C:2]1[C:10]2[C:5](=[CH:6][CH:7]=[CH:8][CH:9]=2)[C:4](=[O:11])[N:3]1[CH2:12][CH2:13][C:14]1[N:39]=[C:38]([C:37]([O:36][CH2:34][CH3:35])=[O:40])[C:22]2[C:17](=[CH:18][CH:19]=[CH:20][CH:21]=2)[N:16]=1. (7) Given the reactants [NH2:1][C:2]1[C:7]([N:8]2[CH2:13][CH2:12][N:11](C(OC(C)(C)C)=O)[C@@H:10]([CH2:21][C:22]3[CH:27]=[CH:26][CH:25]=[CH:24][CH:23]=3)[CH2:9]2)=[N:6][C:5]([C:28]2[CH:29]=[C:30]3[C:34](=[CH:35][CH:36]=2)[NH:33][N:32]=[C:31]3[CH3:37])=[CH:4][N:3]=1.Cl, predict the reaction product. The product is: [NH2:1][C:2]1[C:7]([N:8]2[CH2:13][CH2:12][NH:11][C@@H:10]([CH2:21][C:22]3[CH:23]=[CH:24][CH:25]=[CH:26][CH:27]=3)[CH2:9]2)=[N:6][C:5]([C:28]2[CH:29]=[C:30]3[C:34](=[CH:35][CH:36]=2)[NH:33][N:32]=[C:31]3[CH3:37])=[CH:4][N:3]=1. (8) Given the reactants Br[C:2]1[CH:7]=[CH:6][CH:5]=[CH:4][C:3]=1Br.[CH:9]1[C:22]2[C:13](=[CH:14][C:15]3[C:20]([C:21]=2B(O)O)=[CH:19][CH:18]=[CH:17][CH:16]=3)[CH:12]=[CH:11][CH:10]=1, predict the reaction product. The product is: [CH:9]1[C:22]2[C:13](=[CH:14][C:15]3[C:20]([C:21]=2[C:2]2[CH:7]=[CH:6][CH:5]=[CH:4][C:3]=2[C:14]2[C:15]4[C:20]([CH:21]=[C:22]5[C:13]=2[CH:12]=[CH:11][CH:10]=[CH:9]5)=[CH:19][CH:18]=[CH:17][CH:16]=4)=[CH:19][CH:18]=[CH:17][CH:16]=3)[CH:12]=[CH:11][CH:10]=1. (9) Given the reactants [Br:1][C:2]1[N:7]=[C:6](/[CH:8]=[C:9](\[C:24]#[N:25])/[C:10]([NH:12][CH:13]([C:17]2[CH:22]=[CH:21][C:20]([OH:23])=[CH:19][CH:18]=2)[CH2:14][CH2:15][CH3:16])=[O:11])[CH:5]=[CH:4][CH:3]=1.Cl.CO.C[CH2:30][O:31][C:32](C)=O.CCCCCC, predict the reaction product. The product is: [Br:1][C:2]1[N:7]=[C:6](/[CH:8]=[C:9](\[C:24]#[N:25])/[C:10]([NH:12][CH:13]([C:17]2[CH:22]=[CH:21][C:20]([O:23][CH2:30][O:31][CH3:32])=[CH:19][CH:18]=2)[CH2:14][CH2:15][CH3:16])=[O:11])[CH:5]=[CH:4][CH:3]=1.